From a dataset of Catalyst prediction with 721,799 reactions and 888 catalyst types from USPTO. Predict which catalyst facilitates the given reaction. Reactant: C1[O:18][CH2:17][CH2:16]OCCOCCOCCOCCOC1.FC(F)(F)COP(CC(OC)=O)(=O)OCC(F)(F)F.C[Si]([N-][Si](C)(C)C)(C)C.[K+].[NH2:48][C:49]1[N:53]([C:54]2[CH:59]=[CH:58][CH:57]=[CH:56][CH:55]=2)[N:52]=[CH:51][C:50]=1[CH:60]=O. Product: [C:54]1([N:53]2[C:49]3[NH:48][C:17](=[O:18])[CH:16]=[CH:60][C:50]=3[CH:51]=[N:52]2)[CH:59]=[CH:58][CH:57]=[CH:56][CH:55]=1. The catalyst class is: 247.